Dataset: NCI-60 drug combinations with 297,098 pairs across 59 cell lines. Task: Regression. Given two drug SMILES strings and cell line genomic features, predict the synergy score measuring deviation from expected non-interaction effect. (1) Drug 1: C1CN(CCN1C(=O)CCBr)C(=O)CCBr. Drug 2: C1=NNC2=C1C(=O)NC=N2. Cell line: KM12. Synergy scores: CSS=22.7, Synergy_ZIP=-1.40, Synergy_Bliss=8.16, Synergy_Loewe=0.271, Synergy_HSA=0.867. (2) Drug 1: CC1=CC=C(C=C1)C2=CC(=NN2C3=CC=C(C=C3)S(=O)(=O)N)C(F)(F)F. Drug 2: C1CC(=O)NC(=O)C1N2C(=O)C3=CC=CC=C3C2=O. Cell line: K-562. Synergy scores: CSS=-5.47, Synergy_ZIP=3.57, Synergy_Bliss=5.30, Synergy_Loewe=-3.40, Synergy_HSA=-2.99. (3) Drug 1: C1=CC(=C2C(=C1NCCNCCO)C(=O)C3=C(C=CC(=C3C2=O)O)O)NCCNCCO. Drug 2: CC1C(C(=O)NC(C(=O)N2CCCC2C(=O)N(CC(=O)N(C(C(=O)O1)C(C)C)C)C)C(C)C)NC(=O)C3=C4C(=C(C=C3)C)OC5=C(C(=O)C(=C(C5=N4)C(=O)NC6C(OC(=O)C(N(C(=O)CN(C(=O)C7CCCN7C(=O)C(NC6=O)C(C)C)C)C)C(C)C)C)N)C. Cell line: RXF 393. Synergy scores: CSS=19.4, Synergy_ZIP=2.69, Synergy_Bliss=4.09, Synergy_Loewe=3.39, Synergy_HSA=4.26. (4) Drug 1: CC1CCC2CC(C(=CC=CC=CC(CC(C(=O)C(C(C(=CC(C(=O)CC(OC(=O)C3CCCCN3C(=O)C(=O)C1(O2)O)C(C)CC4CCC(C(C4)OC)OCCO)C)C)O)OC)C)C)C)OC. Drug 2: CC1=C(C(=O)C2=C(C1=O)N3CC4C(C3(C2COC(=O)N)OC)N4)N. Cell line: COLO 205. Synergy scores: CSS=26.5, Synergy_ZIP=-5.07, Synergy_Bliss=-10.8, Synergy_Loewe=-4.77, Synergy_HSA=-6.67. (5) Drug 1: C1CC(=O)NC(=O)C1N2CC3=C(C2=O)C=CC=C3N. Drug 2: C1=NC2=C(N1)C(=S)N=C(N2)N. Cell line: T-47D. Synergy scores: CSS=32.9, Synergy_ZIP=-8.42, Synergy_Bliss=1.09, Synergy_Loewe=-30.5, Synergy_HSA=1.52. (6) Drug 1: C1C(C(OC1N2C=C(C(=O)NC2=O)F)CO)O. Drug 2: CC1=C(C(CCC1)(C)C)C=CC(=CC=CC(=CC(=O)O)C)C. Cell line: A498. Synergy scores: CSS=20.3, Synergy_ZIP=-0.140, Synergy_Bliss=0.249, Synergy_Loewe=-7.30, Synergy_HSA=1.65. (7) Drug 1: CCCCCOC(=O)NC1=NC(=O)N(C=C1F)C2C(C(C(O2)C)O)O. Drug 2: CS(=O)(=O)CCNCC1=CC=C(O1)C2=CC3=C(C=C2)N=CN=C3NC4=CC(=C(C=C4)OCC5=CC(=CC=C5)F)Cl. Cell line: OVCAR-4. Synergy scores: CSS=-2.96, Synergy_ZIP=-1.01, Synergy_Bliss=-3.63, Synergy_Loewe=-7.13, Synergy_HSA=-4.21. (8) Drug 1: CNC(=O)C1=NC=CC(=C1)OC2=CC=C(C=C2)NC(=O)NC3=CC(=C(C=C3)Cl)C(F)(F)F. Drug 2: CC1=C(C(=O)C2=C(C1=O)N3CC4C(C3(C2COC(=O)N)OC)N4)N. Cell line: A549. Synergy scores: CSS=22.8, Synergy_ZIP=-0.550, Synergy_Bliss=-2.02, Synergy_Loewe=-30.5, Synergy_HSA=-5.55.